The task is: Predict the reactants needed to synthesize the given product.. This data is from Full USPTO retrosynthesis dataset with 1.9M reactions from patents (1976-2016). (1) Given the product [C:24]([N:32]1[CH2:37][CH2:36][N:35]([C:19](=[O:20])[C:18]([C:14]2[C:13]3[C:17](=[C:9]([C:6]4[CH:5]=[CH:4][C:3]([O:2][CH3:1])=[CH:8][CH:7]=4)[CH:10]=[CH:11][N:12]=3)[NH:16][CH:15]=2)=[O:22])[C@H:34]([CH3:38])[CH2:33]1)(=[O:31])[C:25]1[CH:26]=[CH:27][CH:28]=[CH:29][CH:30]=1, predict the reactants needed to synthesize it. The reactants are: [CH3:1][O:2][C:3]1[CH:8]=[CH:7][C:6]([C:9]2[CH:10]=[CH:11][N:12]=[C:13]3[C:17]=2[NH:16][CH:15]=[C:14]3[C:18](=[O:22])[C:19]([O-])=[O:20])=[CH:5][CH:4]=1.[K+].[C:24]([N:32]1[CH2:37][CH2:36][NH:35][CH:34]([CH3:38])[CH2:33]1)(=[O:31])[C:25]1[CH:30]=[CH:29][CH:28]=[CH:27][CH:26]=1. (2) Given the product [NH2:1][C:2]([NH:4][C:5]1[NH:6][C:7]([C:13]2[CH:18]=[CH:17][C:16]([CH2:19][CH3:20])=[CH:15][CH:14]=2)=[CH:8][C:9]=1[C:10]([NH2:12])=[O:11])=[O:3], predict the reactants needed to synthesize it. The reactants are: [NH2:1][C:2]([NH:4][C:5]1[NH:6][C:7]([C:13]2[CH:18]=[CH:17][C:16]([CH:19]=[CH2:20])=[CH:15][CH:14]=2)=[CH:8][C:9]=1[C:10]([NH2:12])=[O:11])=[O:3]. (3) Given the product [Cl:20][CH2:1][C:2]1[CH:7]=[C:6]([CH3:8])[N:5]=[C:4]([N:9]2[C:17](=[O:18])[C:16]3[C:11](=[CH:12][CH:13]=[CH:14][CH:15]=3)[C:10]2=[O:19])[CH:3]=1, predict the reactants needed to synthesize it. The reactants are: [CH3:1][C:2]1[CH:7]=[C:6]([CH3:8])[N:5]=[C:4]([N:9]2[C:17](=[O:18])[C:16]3[C:11](=[CH:12][CH:13]=[CH:14][CH:15]=3)[C:10]2=[O:19])[CH:3]=1.[Cl:20]N1C(=O)CCC1=O.C(OOC(=O)C1C=CC=CC=1)(=O)C1C=CC=CC=1. (4) Given the product [Br:1][C:2]1[CH:3]=[C:4]([CH:8]([NH2:14])[CH3:9])[CH:5]=[N:6][CH:7]=1, predict the reactants needed to synthesize it. The reactants are: [Br:1][C:2]1[CH:3]=[C:4]([C:8](=O)[CH3:9])[CH:5]=[N:6][CH:7]=1.[BH4-].[Na+].O.[NH3:14].